From a dataset of NCI-60 drug combinations with 297,098 pairs across 59 cell lines. Regression. Given two drug SMILES strings and cell line genomic features, predict the synergy score measuring deviation from expected non-interaction effect. (1) Drug 1: CN(C)N=NC1=C(NC=N1)C(=O)N. Drug 2: N.N.Cl[Pt+2]Cl. Cell line: SK-MEL-2. Synergy scores: CSS=-6.20, Synergy_ZIP=2.90, Synergy_Bliss=0.978, Synergy_Loewe=-3.02, Synergy_HSA=-3.34. (2) Drug 1: COC1=C(C=C2C(=C1)N=CN=C2NC3=CC(=C(C=C3)F)Cl)OCCCN4CCOCC4. Drug 2: C1=NC2=C(N=C(N=C2N1C3C(C(C(O3)CO)O)F)Cl)N. Cell line: HCC-2998. Synergy scores: CSS=33.4, Synergy_ZIP=-4.80, Synergy_Bliss=-8.55, Synergy_Loewe=-7.50, Synergy_HSA=-6.26.